Predict the product of the given reaction. From a dataset of Forward reaction prediction with 1.9M reactions from USPTO patents (1976-2016). (1) Given the reactants [CH2:1]([NH:8][C:9]1[CH:16]=[CH:15][CH:14]=[C:13]([C:17]2[CH:22]=[CH:21][CH:20]=[CH:19][CH:18]=2)[C:10]=1[C:11]#[N:12])[C:2]1[CH:7]=[CH:6][CH:5]=[CH:4][CH:3]=1.[H-].[Al+3].[Li+].[H-].[H-].[H-].S([O-])([O-])(=O)=O.[Na+].[Na+], predict the reaction product. The product is: [CH2:1]([NH:8][C:9]1[CH:16]=[CH:15][CH:14]=[C:13]([C:17]2[CH:22]=[CH:21][CH:20]=[CH:19][CH:18]=2)[C:10]=1[CH2:11][NH2:12])[C:2]1[CH:3]=[CH:4][CH:5]=[CH:6][CH:7]=1. (2) Given the reactants [NH2:1][C:2]1[C:3]([C:9](=[N:11][O:12][C:13](=O)[C:14]2[CH:19]=[CH:18][CH:17]=[CH:16][CH:15]=2)[NH2:10])=[N:4][C:5]([Br:8])=[CH:6][N:7]=1.C([O-])(O)=O.[Na+], predict the reaction product. The product is: [Br:8][C:5]1[N:4]=[C:3]([C:9]2[N:10]=[C:13]([C:14]3[CH:19]=[CH:18][CH:17]=[CH:16][CH:15]=3)[O:12][N:11]=2)[C:2]([NH2:1])=[N:7][CH:6]=1. (3) Given the reactants [Br:1][C:2]1[CH:7]=[CH:6][C:5]([CH:8](Cl)[N:9]=[C:10]=[O:11])=[CH:4][CH:3]=1.[O:13]=[C:14]1[CH2:19][CH:18]([C:20]([OH:22])=[O:21])[CH2:17][C:16]([NH:23][C:24]2[CH:29]=[CH:28][CH:27]=[C:26]([C:30]([F:33])([F:32])[F:31])[CH:25]=2)=[CH:15]1.O.[OH-].[Na+], predict the reaction product. The product is: [Br:1][C:2]1[CH:7]=[CH:6][C:5]([CH:8]2[C:15]3[C:14](=[O:13])[CH2:19][CH:18]([C:20]([OH:22])=[O:21])[CH2:17][C:16]=3[N:23]([C:24]3[CH:29]=[CH:28][CH:27]=[C:26]([C:30]([F:31])([F:32])[F:33])[CH:25]=3)[C:10](=[O:11])[NH:9]2)=[CH:4][CH:3]=1. (4) Given the reactants [O:1]1[CH2:6][CH2:5][N:4]([C:7]2[O:8][C:9]3[C:14]([C:15](=[O:17])[CH:16]=2)=[CH:13][C:12]([C:18]([O:20][CH3:21])=[O:19])=[CH:11][C:10]=3[C@H:22]2[CH2:26][CH2:25][CH2:24][NH:23]2)[CH2:3][CH2:2]1.Br[C:28]1[CH:33]=[CH:32][CH:31]=[C:30]([O:34][CH3:35])[CH:29]=1, predict the reaction product. The product is: [CH3:35][O:34][C:30]1[CH:29]=[C:28]([N:23]2[CH2:24][CH2:25][CH2:26][C@@H:22]2[C:10]2[CH:11]=[C:12]([C:18]([O:20][CH3:21])=[O:19])[CH:13]=[C:14]3[C:9]=2[O:8][C:7]([N:4]2[CH2:3][CH2:2][O:1][CH2:6][CH2:5]2)=[CH:16][C:15]3=[O:17])[CH:33]=[CH:32][CH:31]=1.